From a dataset of Full USPTO retrosynthesis dataset with 1.9M reactions from patents (1976-2016). Predict the reactants needed to synthesize the given product. (1) Given the product [F:11][C:2]1([F:1])[O:3][C:4]2[CH:10]=[CH:9][CH:8]=[C:7]([OH:18])[C:5]=2[O:6]1, predict the reactants needed to synthesize it. The reactants are: [F:1][C:2]1([F:11])[O:6][C:5]2[CH:7]=[CH:8][CH:9]=[CH:10][C:4]=2[O:3]1.[Li]C(CC)C.C[O:18]B(OC)OC.OO.[OH-].[Na+]. (2) Given the product [C:12]([O:11][NH:26][C:29]([CH2:30][CH2:17][CH2:18][CH2:19][CH2:20][CH2:21][N:36]=[N+:37]=[N-:38])=[O:33])([CH3:13])([CH3:14])[CH3:15], predict the reactants needed to synthesize it. The reactants are: [C:12]([O:11]C(OC([O:11][C:12]([CH3:15])([CH3:14])[CH3:13])=O)=O)([CH3:15])([CH3:14])[CH3:13].N[CH2:17][CH2:18][CH2:19][CH2:20][CH2:21]CO.CC[N:26]([CH2:29][CH3:30])CC.CS(Cl)(=O)=[O:33].[N-:36]=[N+:37]=[N-:38].[Na+]. (3) Given the product [C:5]([O:4][CH:2]1[C:18]2=[N:19][CH:20]=[C:21]([N+:22]([O-:24])=[O:23])[C:16]([N:12]3[CH2:13][C@H:14]([CH3:15])[C@@H:9]([O:8][C:37](=[O:39])[CH3:38])[C@H:10]([NH:29][C:30]([O:31][C:32]([CH3:34])([CH3:33])[CH3:35])=[O:36])[CH2:11]3)=[C:17]2[CH2:28][CH2:1]1)(=[O:6])[CH3:7], predict the reactants needed to synthesize it. The reactants are: [CH3:1][C:2]([O:4][C:5]([CH3:7])=[O:6])=O.[OH:8][C@@H:9]1[C@@H:14]([CH3:15])[CH2:13][N:12]([C:16]2[C:21]([N+:22]([O-:24])=[O:23])=[CH:20][N+:19]([O-])=[C:18]3CC[CH2:28][C:17]=23)[CH2:11][C@H:10]1[NH:29][C:30](=[O:36])[O:31][C:32]([CH3:35])([CH3:34])[CH3:33].[C:37](Cl)(=[O:39])[CH3:38].CCN(C(C)C)C(C)C. (4) Given the product [CH3:1][O:2][C:3](=[O:17])[C:4]1[CH:9]=[CH:8][C:7]([C:26]([OH:25])=[O:41])=[CH:6][C:5]=1[C:11]1[CH:16]=[CH:15][CH:14]=[CH:13][CH:12]=1, predict the reactants needed to synthesize it. The reactants are: [CH3:1][O:2][C:3](=[O:17])[C:4]1[CH:9]=[CH:8][C:7](Br)=[CH:6][C:5]=1[C:11]1[CH:16]=[CH:15][CH:14]=[CH:13][CH:12]=1.CCN(CC[O:25][C:26]1C=CC(CC2C=CC=CC=2)=CC=1)CC.Cl.[C]=[O:41].O.